Task: Regression/Classification. Given a drug SMILES string, predict its absorption, distribution, metabolism, or excretion properties. Task type varies by dataset: regression for continuous measurements (e.g., permeability, clearance, half-life) or binary classification for categorical outcomes (e.g., BBB penetration, CYP inhibition). Dataset: cyp3a4_substrate_carbonmangels.. Dataset: CYP3A4 substrate classification data from Carbon-Mangels et al. (1) The compound is O=C(CCCN1CCC(O)(c2ccc(Cl)cc2)CC1)c1ccc(F)cc1. The result is 1 (substrate). (2) The molecule is Clc1ccc([C@@H](Cn2ccnc2)OCc2ccsc2Cl)c(Cl)c1. The result is 0 (non-substrate). (3) The drug is C[C@H]1C[C@H]2[C@@H]3CCC4=CC(=O)C=C[C@]4(C)[C@@]3(Cl)[C@@H](O)C[C@]2(C)[C@@]1(O)C(=O)CO. The result is 0 (non-substrate). (4) The compound is C[C@]12C[C@H](O)[C@H]3[C@@H](CCC4=CC(=O)CC[C@@]43C)[C@@H]1CC[C@@H]2C(=O)CO. The result is 1 (substrate). (5) The drug is C#C[C@]1(O)C=C[C@H]2[C@@H]3CCC4=CC(=O)CC[C@@H]4[C@H]3CC[C@@]21CC. The result is 1 (substrate). (6) The drug is CCCc1nc2c(C)cc(-c3nc4ccccc4n3C)cc2n1Cc1ccc(-c2ccccc2C(=O)O)cc1. The result is 0 (non-substrate). (7) The drug is CN1CCN(CC/C=C2\c3ccccc3Sc3ccc(S(=O)(=O)N(C)C)cc32)CC1. The result is 0 (non-substrate). (8) The molecule is Cc1nc2c([nH]1)c(=O)n(C)c(=O)n2Cc1ccco1. The result is 0 (non-substrate).